From a dataset of Forward reaction prediction with 1.9M reactions from USPTO patents (1976-2016). Predict the product of the given reaction. (1) Given the reactants [F:1][C:2]1[CH:3]=[CH:4][C:5]([CH:22]2[C:27]([C:28]([O:30][CH2:31][CH3:32])=[O:29])=[C:26]([CH3:33])[NH:25][C:24]([C:34]3[S:35][CH:36]=[CH:37][N:38]=3)=[N:23]2)=[C:6]([C:8]2[CH:13]=[C:12]([C:14]([F:17])([F:16])[F:15])[CH:11]=[C:10]([C:18]([F:21])([F:20])[F:19])[CH:9]=2)[CH:7]=1.C1C(=O)N([Br:46])C(=O)C1, predict the reaction product. The product is: [Br:46][CH2:33][C:26]1[NH:25][C:24]([C:34]2[S:35][CH:36]=[CH:37][N:38]=2)=[N:23][CH:22]([C:5]2[CH:4]=[CH:3][C:2]([F:1])=[CH:7][C:6]=2[C:8]2[CH:13]=[C:12]([C:14]([F:15])([F:17])[F:16])[CH:11]=[C:10]([C:18]([F:19])([F:21])[F:20])[CH:9]=2)[C:27]=1[C:28]([O:30][CH2:31][CH3:32])=[O:29]. (2) Given the reactants [F:1][C:2]1[C:3]([CH3:33])=[C:4]([C@:8]2([C:21]([O:23][CH2:24][C:25]3[CH:30]=[CH:29][C:28]([O:31][CH3:32])=[CH:27][CH:26]=3)=[O:22])[CH2:12][CH2:11][C:10](OS(C(F)(F)F)(=O)=O)=[CH:9]2)[CH:5]=[CH:6][CH:7]=1.Br[C:35]1[CH:46]=[CH:45][C:38]2[O:39][C:40]([CH3:44])([CH3:43])[CH2:41][NH:42][C:37]=2[CH:36]=1, predict the reaction product. The product is: [CH3:43][C:40]1([CH3:44])[O:39][C:38]2[CH:45]=[CH:46][C:35]([C:10]3[CH2:11][CH2:12][C@:8]([C:4]4[CH:5]=[CH:6][CH:7]=[C:2]([F:1])[C:3]=4[CH3:33])([C:21]([O:23][CH2:24][C:25]4[CH:30]=[CH:29][C:28]([O:31][CH3:32])=[CH:27][CH:26]=4)=[O:22])[CH:9]=3)=[CH:36][C:37]=2[NH:42][CH2:41]1.